From a dataset of Full USPTO retrosynthesis dataset with 1.9M reactions from patents (1976-2016). Predict the reactants needed to synthesize the given product. Given the product [NH:13]([C:2]1[CH:11]=[C:10]([CH3:12])[C:9]2[C:4](=[N:5][CH:6]=[CH:7][CH:8]=2)[N:3]=1)[NH2:14], predict the reactants needed to synthesize it. The reactants are: Cl[C:2]1[CH:11]=[C:10]([CH3:12])[C:9]2[C:4](=[N:5][CH:6]=[CH:7][CH:8]=2)[N:3]=1.[NH2:13][NH2:14].